Task: Regression. Given two drug SMILES strings and cell line genomic features, predict the synergy score measuring deviation from expected non-interaction effect.. Dataset: NCI-60 drug combinations with 297,098 pairs across 59 cell lines (1) Drug 1: C1=CC(=CC=C1C#N)C(C2=CC=C(C=C2)C#N)N3C=NC=N3. Drug 2: C1CC(C1)(C(=O)O)C(=O)O.[NH2-].[NH2-].[Pt+2]. Cell line: MDA-MB-231. Synergy scores: CSS=3.39, Synergy_ZIP=-1.70, Synergy_Bliss=-1.11, Synergy_Loewe=-5.74, Synergy_HSA=-6.02. (2) Drug 1: COC1=CC(=CC(=C1O)OC)C2C3C(COC3=O)C(C4=CC5=C(C=C24)OCO5)OC6C(C(C7C(O6)COC(O7)C8=CC=CS8)O)O. Drug 2: C#CCC(CC1=CN=C2C(=N1)C(=NC(=N2)N)N)C3=CC=C(C=C3)C(=O)NC(CCC(=O)O)C(=O)O. Cell line: T-47D. Synergy scores: CSS=34.6, Synergy_ZIP=-9.85, Synergy_Bliss=-0.676, Synergy_Loewe=0.471, Synergy_HSA=0.285.